Dataset: Forward reaction prediction with 1.9M reactions from USPTO patents (1976-2016). Task: Predict the product of the given reaction. (1) Given the reactants [CH2:1]([O:3][C:4](=[O:36])[CH2:5][CH2:6][C:7]1[O:8][C:9]2[CH:35]=[CH:34][CH:33]=[CH:32][C:10]=2[C:11]=1[CH2:12][CH:13]1[CH2:17][CH2:16][CH2:15][N:14]1[C:18](=[O:31])[CH:19]([NH:23]C(OC(C)(C)C)=O)[CH:20]([CH3:22])[CH3:21])[CH3:2].C(O)(C(F)(F)F)=O, predict the reaction product. The product is: [CH2:1]([O:3][C:4](=[O:36])[CH2:5][CH2:6][C:7]1[O:8][C:9]2[CH:35]=[CH:34][CH:33]=[CH:32][C:10]=2[C:11]=1[CH2:12][CH:13]1[CH2:17][CH2:16][CH2:15][N:14]1[C:18](=[O:31])[CH:19]([NH2:23])[CH:20]([CH3:22])[CH3:21])[CH3:2]. (2) Given the reactants [CH3:1][O:2][C:3](=[O:35])[C:4]([NH:28][CH2:29][C:30]([O:32][CH2:33][CH3:34])=[O:31])([S:11]([C:14]1[CH:19]=[CH:18][C:17]([O:20][C:21]2[CH:26]=[CH:25][C:24]([F:27])=[CH:23][CH:22]=2)=[CH:16][CH:15]=1)(=[O:13])=[O:12])[C:5]([CH3:10])([CH3:9])C(O)=O.C([N:38]([CH2:41]C)CC)C.C1(P(N=[N+]=[N-])(C2C=CC=CC=2)=[O:50])C=CC=CC=1.[CH2:60]([OH:67])[C:61]1[CH:66]=[CH:65][CH:64]=[CH:63][CH:62]=1, predict the reaction product. The product is: [F:27][C:24]1[CH:25]=[CH:26][C:21]([O:20][C:17]2[CH:16]=[CH:15][C:14]([S:11]([C:4]([NH:28][CH2:29][C:30]([O:32][CH2:33][CH3:34])=[O:31])([C:5]([NH:38][C:41]([O:67][CH2:60][C:61]3[CH:66]=[CH:65][CH:64]=[CH:63][CH:62]=3)=[O:50])([CH3:9])[CH3:10])[C:3]([O:2][CH3:1])=[O:35])(=[O:12])=[O:13])=[CH:19][CH:18]=2)=[CH:22][CH:23]=1.